This data is from Reaction yield outcomes from USPTO patents with 853,638 reactions. The task is: Predict the reaction yield, written as a fraction of the theoretical maximum amount of product (1.0 means a 100% yield; for example, 0.34 means a 34% yield). (1) The reactants are CC1C=CC(S(O[CH2:12][C@H:13]2[CH:22]=[CH:21][C:20]3[C:15](=[C:16]([C:24]4[CH:29]=[CH:28][CH:27]=[CH:26][C:25]=4[O:30][CH3:31])[CH:17]=[C:18]([F:23])[CH:19]=3)[O:14]2)(=O)=O)=CC=1.[N-:32]=[N+:33]=[N-:34].[Na+]. The catalyst is CN(C=O)C. The product is [N:32]([CH2:12][C@H:13]1[CH2:22][CH2:21][C:20]2[C:15](=[C:16]([C:24]3[CH:29]=[CH:28][CH:27]=[CH:26][C:25]=3[O:30][CH3:31])[CH:17]=[C:18]([F:23])[CH:19]=2)[O:14]1)=[N+:33]=[N-:34]. The yield is 0.900. (2) The reactants are [OH-].[K+].[Cl:3][C:4]1[C:9]2[N:10]=[C:11](N)[S:12][C:8]=2[CH:7]=[CH:6][CH:5]=1.Cl.C([CH2:17][O:18][C:19]1[C:20]([F:29])=[C:21]([C:26]([NH2:28])=[O:27])[C:22]([F:25])=[CH:23][CH:24]=1)#N. The catalyst is O.COCCO.CCO. The product is [Cl:3][C:4]1[C:9]2[N:10]=[C:11]([CH2:17][O:18][C:19]3[C:20]([F:29])=[C:21]([C:26]([NH2:28])=[O:27])[C:22]([F:25])=[CH:23][CH:24]=3)[S:12][C:8]=2[CH:7]=[CH:6][CH:5]=1. The yield is 0.250. (3) The catalyst is CN(C)C=O.CN1CCCC1=O. The product is [C:1]([C:3]1([C:7]2[CH:8]=[C:9]([CH:13]=[CH:14][CH:15]=2)[C:10]([NH:27][C:28]2[CH:49]=[CH:48][CH:47]=[C:30]([O:31][C:32]3[CH:33]=[CH:34][C:35]4[N:36]([CH:38]=[C:39]([NH:41][C:42]([CH:44]5[CH2:45][CH2:46]5)=[O:43])[N:40]=4)[N:37]=3)[CH:29]=2)=[O:12])[CH2:4][CH2:5][CH2:6]1)#[N:2]. The yield is 0.600. The reactants are [C:1]([C:3]1([C:7]2[CH:8]=[C:9]([CH:13]=[CH:14][CH:15]=2)[C:10]([OH:12])=O)[CH2:6][CH2:5][CH2:4]1)#[N:2].C(Cl)(=O)C(Cl)=O.O1CCCC1.[NH2:27][C:28]1[CH:29]=[C:30]([CH:47]=[CH:48][CH:49]=1)[O:31][C:32]1[CH:33]=[CH:34][C:35]2[N:36]([CH:38]=[C:39]([NH:41][C:42]([CH:44]3[CH2:46][CH2:45]3)=[O:43])[N:40]=2)[N:37]=1.